This data is from Reaction yield outcomes from USPTO patents with 853,638 reactions. The task is: Predict the reaction yield, written as a fraction of the theoretical maximum amount of product (1.0 means a 100% yield; for example, 0.34 means a 34% yield). (1) The reactants are [Cl:1][C:2]1[CH:7]=[CH:6][C:5]([C:8]2[N:9]=[CH:10][NH:11][CH:12]=2)=[CH:4][CH:3]=1.Br[C:14]1[O:15][CH:16]=[CH:17][CH:18]=1. No catalyst specified. The product is [Cl:1][C:2]1[CH:3]=[CH:4][C:5]([C:8]2[N:9]=[CH:10][N:11]([C:14]3[O:15][CH:16]=[CH:17][CH:18]=3)[CH:12]=2)=[CH:6][CH:7]=1. The yield is 0.0170. (2) The reactants are [OH:1][CH:2]([CH2:23][OH:24])[CH2:3][N:4]1[CH:9]=[CH:8][C:7](=[O:10])[C:6]([O:11][CH2:12][C:13]2[CH:18]=[CH:17][CH:16]=[CH:15][CH:14]=2)=[C:5]1[C:19]([O:21][CH3:22])=[O:20].[Br:25]N1C(=O)CCC1=O. The catalyst is CN(C=O)C. The product is [Br:25][C:8]1[C:7](=[O:10])[C:6]([O:11][CH2:12][C:13]2[CH:14]=[CH:15][CH:16]=[CH:17][CH:18]=2)=[C:5]([C:19]([O:21][CH3:22])=[O:20])[N:4]([CH2:3][CH:2]([OH:1])[CH2:23][OH:24])[CH:9]=1. The yield is 0.916. (3) The product is [CH3:12][O:1][C:2]1[CH:10]=[C:9]([CH3:11])[CH:8]=[CH:7][C:3]=1[C:4]([NH2:6])=[O:5]. The reactants are [OH:1][C:2]1[CH:10]=[C:9]([CH3:11])[CH:8]=[CH:7][C:3]=1[C:4]([NH2:6])=[O:5].[C:12]([O-])([O-])=O.[K+].[K+].COS(OC)(=O)=O. The yield is 0.610. The catalyst is CC(C)=O. (4) The reactants are [C:1]([O:5][C:6]([NH:8][C@H:9]([C:11]([OH:13])=O)[CH3:10])=[O:7])([CH3:4])([CH3:3])[CH3:2].C(N(CC)CC)C.ClC(OC(C)C)=O.C1(C)C=CC=CC=1.[NH2:35][CH2:36][CH:37]([OH:39])[CH3:38]. The catalyst is C1COCC1. The product is [C:1]([O:5][C:6](=[O:7])[NH:8][C@H:9]([C:11](=[O:13])[NH:35][CH2:36][CH:37]([OH:39])[CH3:38])[CH3:10])([CH3:2])([CH3:3])[CH3:4]. The yield is 0.760. (5) The reactants are BrC1C=C(N2C=C(CN(CC)CC)N=N2)C=CC=1.NC1C=CC([NH:26][C:27](=[O:36])[C:28]2[CH:33]=[CH:32][C:31]([O:34][CH3:35])=[CH:30][CH:29]=2)=CC=1.C([O-])([O-])=O.[K+].[K+]. The catalyst is CC(O)(C)C.C1C=CC(/C=C/C(/C=C/C2C=CC=CC=2)=O)=CC=1.C1C=CC(/C=C/C(/C=C/C2C=CC=CC=2)=O)=CC=1.C1C=CC(/C=C/C(/C=C/C2C=CC=CC=2)=O)=CC=1.[Pd].[Pd].CC(C1C=C(C(C)C)C(C2C=CC=CC=2P(C2CCCCC2)C2CCCCC2)=C(C(C)C)C=1)C. The product is [CH3:35][O:34][C:31]1[CH:32]=[CH:33][C:28]([C:27]([NH2:26])=[O:36])=[CH:29][CH:30]=1. The yield is 0.520.